This data is from Peptide-MHC class I binding affinity with 185,985 pairs from IEDB/IMGT. The task is: Regression. Given a peptide amino acid sequence and an MHC pseudo amino acid sequence, predict their binding affinity value. This is MHC class I binding data. (1) The peptide sequence is NVISKIYTL. The MHC is HLA-A02:06 with pseudo-sequence HLA-A02:06. The binding affinity (normalized) is 0.949. (2) The peptide sequence is AATEAEKQL. The MHC is HLA-A02:01 with pseudo-sequence HLA-A02:01. The binding affinity (normalized) is 0. (3) The peptide sequence is VLDDGIYRI. The MHC is HLA-A02:01 with pseudo-sequence HLA-A02:01. The binding affinity (normalized) is 0.816.